Predict hERG channel inhibition at various concentrations. From a dataset of hERG Central: cardiac toxicity at 1µM, 10µM, and general inhibition. The drug is Cl.Oc1ccc(CCNc2c3ccccc3nc3ccccc23)cc1O. Results: hERG_inhib (hERG inhibition (general)): blocker.